This data is from Full USPTO retrosynthesis dataset with 1.9M reactions from patents (1976-2016). The task is: Predict the reactants needed to synthesize the given product. Given the product [CH3:9][C:10]1[CH:11]=[C:12]([CH:13]=[CH:14][CH:15]=1)[O:16][CH2:18][CH2:19][O:8][C:5]1[CH:6]=[CH:7][C:2]([CH3:1])=[CH:3][CH:4]=1.[CH3:1][C:2]1[CH:7]=[CH:6][C:5]([O:8][CH2:22][CH2:23][O:16][C:12]2[CH:11]=[CH:10][C:15]([CH3:18])=[CH:14][CH:13]=2)=[CH:4][CH:3]=1, predict the reactants needed to synthesize it. The reactants are: [CH3:1][C:2]1[CH:7]=[CH:6][C:5]([OH:8])=[CH:4][CH:3]=1.[CH3:9][C:10]1[CH:11]=[C:12]([OH:16])[CH:13]=[CH:14][CH:15]=1.Br[CH2:18][CH2:19]Br.Cl[CH2:22][CH2:23]Cl.